From a dataset of Experimentally validated miRNA-target interactions with 360,000+ pairs, plus equal number of negative samples. Binary Classification. Given a miRNA mature sequence and a target amino acid sequence, predict their likelihood of interaction. (1) Result: 0 (no interaction). The protein sequence of the target gene is MAAAAGRSAWLAAWGGRLRRGLAAGRRAVPTRGPLAAAVAGVALAGAGAAWHHGRVKAAAREGSRTVSAQKNYLGPIEKLSLRKQRFMQFSSLEHDGEYYMTPRDFLFSVMFEQVERKTLVKKLAKKDIEDVLSGIQTARCGSTFFRDLGDKGVISYTEYLFLLTILTKPHSGFHVAFKMLDVDGNEMIERKEFVKLQKIISKQDGFKTVKTNETEYQDPTVKEPGVNTTLQVRFFGKRGEKKLHYKEFRRFMENLQTEVQEMEFLQFSKGLNFMRKEDFAEWLLFFTNTENKDIYWRNV.... The miRNA is ath-miR159a with sequence UUUGGAUUGAAGGGAGCUCUA. (2) Result: 1 (interaction). The protein sequence of the target gene is MMTSVGTNRARGNWEQPQNQNQTQHKQRPQATAEQIRLAQMISDHNDADFEEKVKQLIDITGKNQDECVIALHDCNGDVNRAINVLLEGNPDTHSWEMVGKKKGVSGQKDGGQTESNEEGKENRDRDRDYSRRRGGPPRRGRGASRGREFRGQENGLDGTKSGGPSGRGTERGRRGRGRGRGGSGRRGGRFSAQGMGTFNPADYAEPANTDDNYGNSSGNTWNNTGHFEPDDGTSAWRTATEEWGTEDWNEDLSETKIFTASNVSSVPLPAENVTITAGQRIDLAVLLGKTPSTMENDSS.... The miRNA is hsa-miR-93-5p with sequence CAAAGUGCUGUUCGUGCAGGUAG. (3) The miRNA is hsa-miR-410-3p with sequence AAUAUAACACAGAUGGCCUGU. The protein sequence of the target gene is MPAPSMDCDVSTLVACVVDVEVFTNQEVKEKFEGLFRTYDDCVTFQLFKSFRRVRINFSNPKSAARARIELHETQFRGKKLKLYFAQVQTPETDGDKLHLAPPQPAKQFLISPPSSPPVGWQPINDATPVLNYDLLYAVAKLGPGEKYELHAGTESTPSVVVHVCDSDIEEEEDPKTSPKPKIIQTRRPGLPPSVSN. Result: 0 (no interaction).